This data is from Reaction yield outcomes from USPTO patents with 853,638 reactions. The task is: Predict the reaction yield, written as a fraction of the theoretical maximum amount of product (1.0 means a 100% yield; for example, 0.34 means a 34% yield). (1) The reactants are [CH2:1]([N:8]1[C:16]2[C:11](=[C:12]([N+:17]([O-])=O)[CH:13]=[CH:14][CH:15]=2)[C:10]([CH3:20])=[N:9]1)[C:2]1[CH:7]=[CH:6][CH:5]=[CH:4][CH:3]=1.[Cl-].[NH4+]. The catalyst is [Fe].CCO.O. The product is [CH2:1]([N:8]1[C:16]2[CH:15]=[CH:14][CH:13]=[C:12]([NH2:17])[C:11]=2[C:10]([CH3:20])=[N:9]1)[C:2]1[CH:3]=[CH:4][CH:5]=[CH:6][CH:7]=1. The yield is 0.820. (2) The reactants are [F:1][C:2]([F:20])([F:19])[C:3]([N:5]1[CH2:14][CH2:13][C:12]2[C:7](=[CH:8][C:9]([N+:16]([O-:18])=[O:17])=[CH:10][C:11]=2I)[CH2:6]1)=[O:4].[Cl:21][C:22]1[CH:27]=[CH:26][CH:25]=[CH:24][C:23]=1B(O)O.C(=O)([O-])[O-].[K+].[K+]. The catalyst is C1(C)C=CC=CC=1.C1C=CC([P]([Pd]([P](C2C=CC=CC=2)(C2C=CC=CC=2)C2C=CC=CC=2)([P](C2C=CC=CC=2)(C2C=CC=CC=2)C2C=CC=CC=2)[P](C2C=CC=CC=2)(C2C=CC=CC=2)C2C=CC=CC=2)(C2C=CC=CC=2)C2C=CC=CC=2)=CC=1. The product is [Cl:21][C:22]1[CH:27]=[CH:26][CH:25]=[CH:24][C:23]=1[C:11]1[CH:10]=[C:9]([N+:16]([O-:18])=[O:17])[CH:8]=[C:7]2[C:12]=1[CH2:13][CH2:14][N:5]([C:3](=[O:4])[C:2]([F:20])([F:19])[F:1])[CH2:6]2. The yield is 1.00. (3) The reactants are C(O)(C(F)(F)F)=O.[CH2:8]([O:15][C:16]([NH:18][C:19]1[CH:20]=[C:21]([CH:29]=[CH:30][C:31]=1[N:32]1[CH2:37][CH2:36][N:35]([CH3:38])[CH2:34][CH2:33]1)[C:22]([O:24]C(C)(C)C)=[O:23])=[O:17])[C:9]1[CH:14]=[CH:13][CH:12]=[CH:11][CH:10]=1. The catalyst is C(Cl)Cl. The product is [CH2:8]([O:15][C:16]([NH:18][C:19]1[CH:20]=[C:21]([CH:29]=[CH:30][C:31]=1[N:32]1[CH2:37][CH2:36][N:35]([CH3:38])[CH2:34][CH2:33]1)[C:22]([OH:24])=[O:23])=[O:17])[C:9]1[CH:10]=[CH:11][CH:12]=[CH:13][CH:14]=1. The yield is 0.980. (4) The reactants are C([O:4][C@@H:5]1[C@@H:9]([O:10]C(=O)C)[C@@H:8]([CH2:14][O:15]C(=O)C)[O:7][C@H:6]1[N:19]1[CH:26]=[C:25]([F:27])[C:23](=[O:24])[NH:22][C:20]1=[O:21])(=O)C.C(N(CC)CC)C. The catalyst is CO. The product is [C@@H:6]1([N:19]2[CH:26]=[C:25]([F:27])[C:23](=[O:24])[NH:22][C:20]2=[O:21])[O:7][C@H:8]([CH2:14][OH:15])[C@H:9]([OH:10])[C@H:5]1[OH:4]. The yield is 0.760. (5) The reactants are [CH3:1][O:2][C:3]([C:5]1[CH:6]=[C:7]2[C:11](=[CH:12][CH:13]=1)[NH:10][CH:9]=[CH:8]2)=[O:4].[C:14]1([CH3:26])[CH:19]=[C:18]([CH3:20])[CH:17]=[C:16]([CH3:21])[C:15]=1[S:22](Cl)(=[O:24])=[O:23].[H-].[Na+]. The catalyst is C1COCC1.CCOC(C)=O. The product is [CH3:1][O:2][C:3]([C:5]1[CH:6]=[C:7]2[C:11](=[CH:12][CH:13]=1)[N:10]([S:22]([C:15]1[C:16]([CH3:21])=[CH:17][C:18]([CH3:20])=[CH:19][C:14]=1[CH3:26])(=[O:24])=[O:23])[CH:9]=[CH:8]2)=[O:4]. The yield is 0.840. (6) The reactants are [N+:1]([C:4]1[CH:9]=[CH:8][C:7]([CH:10]([CH3:13])[C:11]#[N:12])=[CH:6][CH:5]=1)([O-])=O. The catalyst is N.CO.[Ni]. The product is [NH2:12][CH2:11][CH:10]([C:7]1[CH:6]=[CH:5][C:4]([NH2:1])=[CH:9][CH:8]=1)[CH3:13]. The yield is 1.00. (7) The reactants are [CH3:1][O:2][C:3]1[CH:4]=[C:5]2[C:10](=[CH:11][C:12]=1[O:13][CH3:14])[N:9]=[CH:8][CH:7]=[C:6]2[O:15][C:16]1[C:22]([CH3:23])=[CH:21][C:19]([NH2:20])=[C:18]([CH3:24])[CH:17]=1.Cl[C:26](Cl)([O:28]C(=O)OC(Cl)(Cl)Cl)Cl.[CH3:37][CH2:38][CH2:39][CH:40]([OH:44])[CH2:41][CH2:42][CH3:43].C(=O)(O)[O-].[Na+]. The catalyst is C(Cl)Cl.C(N(CC)CC)C.C1(C)C=CC=CC=1. The product is [CH3:1][O:2][C:3]1[CH:4]=[C:5]2[C:10](=[CH:11][C:12]=1[O:13][CH3:14])[N:9]=[CH:8][CH:7]=[C:6]2[O:15][C:16]1[C:22]([CH3:23])=[CH:21][C:19]([NH:20][C:26](=[O:28])[O:44][CH:40]([CH2:41][CH2:42][CH3:43])[CH2:39][CH2:38][CH3:37])=[C:18]([CH3:24])[CH:17]=1. The yield is 0.760.